Task: Predict which catalyst facilitates the given reaction.. Dataset: Catalyst prediction with 721,799 reactions and 888 catalyst types from USPTO (1) Reactant: [C:1]([O:5][C:6](=[O:31])[CH2:7][N:8]([C:17]1[CH:22]=[CH:21][CH:20]=[CH:19][C:18]=1[O:23][CH2:24][C:25]1[CH:30]=[CH:29][CH:28]=[CH:27][CH:26]=1)[CH2:9][C:10]([O:12][C:13]([CH3:16])([CH3:15])[CH3:14])=[O:11])([CH3:4])([CH3:3])[CH3:2].N1C=CC=CC=1.[Br:38]Br. Product: [C:1]([O:5][C:6](=[O:31])[CH2:7][N:8]([C:17]1[CH:22]=[CH:21][C:20]([Br:38])=[CH:19][C:18]=1[O:23][CH2:24][C:25]1[CH:30]=[CH:29][CH:28]=[CH:27][CH:26]=1)[CH2:9][C:10]([O:12][C:13]([CH3:16])([CH3:15])[CH3:14])=[O:11])([CH3:2])([CH3:3])[CH3:4]. The catalyst class is: 2. (2) Reactant: [H-].[Na+].[NH2:3][C@@H:4]1[C:13]2[C:8](=[CH:9][CH:10]=[CH:11][CH:12]=2)[C@H:7]([OH:14])[CH2:6][CH2:5]1.F[C:16]1[CH:17]=[CH:18][C:19]2[N:20]([C:22]([C:25]([N:28]([CH3:30])[CH3:29])([CH3:27])[CH3:26])=[N:23][N:24]=2)[CH:21]=1.N. Product: [CH3:30][N:28]([CH3:29])[C:25]([C:22]1[N:20]2[CH:21]=[C:16]([O:14][C@H:7]3[C:8]4[C:13](=[CH:12][CH:11]=[CH:10][CH:9]=4)[C@@H:4]([NH2:3])[CH2:5][CH2:6]3)[CH:17]=[CH:18][C:19]2=[N:24][N:23]=1)([CH3:27])[CH3:26]. The catalyst class is: 655. (3) Product: [Cl:27][C:20]1[C:21]([C:23]([O:25][CH3:26])=[O:24])=[N:22][C:17]([C:12]2[CH:13]=[CH:14][C:15]([Cl:16])=[C:10]([C:7]([NH:22][CH2:21][CH2:20][CH:2]3[CH2:1][CH2:14][CH2:15][CH2:10][CH2:7]3)=[O:9])[CH:11]=2)=[CH:18][CH:19]=1. The catalyst class is: 204. Reactant: [C:1](Cl)(=O)[C:2](Cl)=O.[C:7]([C:10]1[CH:11]=[C:12]([C:17]2[N:22]=[C:21]([C:23]([O:25][CH3:26])=[O:24])[C:20]([Cl:27])=[CH:19][CH:18]=2)[CH:13]=[CH:14][C:15]=1[Cl:16])([OH:9])=O. (4) Reactant: CN(C)C=O.[CH3:6][C@@:7]1([CH2:10][N:11]2[CH:15]=[C:14]([N+:16]([O-:18])=[O:17])[N:13]=[C:12]2[S:19]([C:22]2[CH:27]=[CH:26][C:25]([N+:28]([O-:30])=[O:29])=[CH:24][CH:23]=2)(=[O:21])=[O:20])[CH2:9][O:8]1.[N:31]1([C:37]([O:39][CH2:40][CH:41]=[CH:42][C:43]2[CH:48]=[CH:47][C:46]([C:49]([F:52])([F:51])[F:50])=[CH:45][CH:44]=2)=[O:38])[CH2:36][CH2:35][NH:34][CH2:33][CH2:32]1.O. Product: [N+:16]([C:14]1[N:13]=[C:12]([S:19]([C:22]2[CH:23]=[CH:24][C:25]([N+:28]([O-:30])=[O:29])=[CH:26][CH:27]=2)(=[O:21])=[O:20])[N:11]([CH2:10][C@:7]([OH:8])([CH3:6])[CH2:9][N:34]2[CH2:33][CH2:32][N:31]([C:37]([O:39][CH2:40][CH:41]=[CH:42][C:43]3[CH:48]=[CH:47][C:46]([C:49]([F:51])([F:52])[F:50])=[CH:45][CH:44]=3)=[O:38])[CH2:36][CH2:35]2)[CH:15]=1)([O-:18])=[O:17]. The catalyst class is: 13. (5) Reactant: [C:1]([O:5][C:6]([N:8]1[CH2:13][CH2:12][CH:11]([N:14]2[CH2:18][CH2:17][C@H:16]([O:19][C:20]3[CH:21]=[N:22][C:23](Br)=[CH:24][CH:25]=3)[C:15]2=[O:27])[CH2:10][CH2:9]1)=[O:7])([CH3:4])([CH3:3])[CH3:2].[CH3:28][S:29]([O-:31])=[O:30].[Na+].[C@@H]1(N)CCCC[C@H]1N. Product: [C:1]([O:5][C:6]([N:8]1[CH2:13][CH2:12][CH:11]([N:14]2[CH2:18][CH2:17][C@H:16]([O:19][C:20]3[CH:21]=[N:22][C:23]([S:29]([CH3:28])(=[O:31])=[O:30])=[CH:24][CH:25]=3)[C:15]2=[O:27])[CH2:10][CH2:9]1)=[O:7])([CH3:4])([CH3:3])[CH3:2]. The catalyst class is: 16. (6) Reactant: [Br:1][C:2]1[C:3]([CH3:14])=[N:4][NH:5][C:6]=1[C:7]1[CH:12]=[CH:11][C:10]([F:13])=[CH:9][CH:8]=1.[F:15][C:16]1([F:23])[CH2:20][CH2:19][CH:18]([CH2:21]O)[CH2:17]1.C1(P(C2C=CC=CC=2)C2C=CC=CC=2)C=CC=CC=1.N(C(OC(C)C)=O)=NC(OC(C)C)=O. Product: [Br:1][C:2]1[C:3]([CH3:14])=[N:4][N:5]([CH2:21][CH:18]2[CH2:19][CH2:20][C:16]([F:23])([F:15])[CH2:17]2)[C:6]=1[C:7]1[CH:12]=[CH:11][C:10]([F:13])=[CH:9][CH:8]=1. The catalyst class is: 30. (7) Reactant: [C:1]([C:3]1[C:4]([C:33]2[CH:34]=[N:35][CH:36]=[CH:37][CH:38]=2)=[C:5]([C:10]2[CH:11]=[C:12]([NH:17][C:18]3[CH:19]=[C:20]([CH:30]=[CH:31][CH:32]=3)[O:21][CH2:22][CH2:23][CH2:24]OS(C)(=O)=O)[CH:13]=[CH:14][C:15]=2[CH3:16])[S:6][C:7]=1[S:8][CH3:9])#[N:2].[CH3:39][NH:40][CH3:41].C(N(CC)CC)C.O. Product: [CH3:39][N:40]([CH3:41])[CH2:24][CH2:23][CH2:22][O:21][C:20]1[CH:19]=[C:18]([NH:17][C:12]2[CH:13]=[CH:14][C:15]([CH3:16])=[C:10]([C:5]3[S:6][C:7]([S:8][CH3:9])=[C:3]([C:1]#[N:2])[C:4]=3[C:33]3[CH:34]=[N:35][CH:36]=[CH:37][CH:38]=3)[CH:11]=2)[CH:32]=[CH:31][CH:30]=1. The catalyst class is: 2. (8) Reactant: CS[C:3]([N:6]1[CH2:11][CH2:10][CH2:9][CH2:8][CH:7]1[C:12]1[N:13]=[N:14][N:15]([C:17]2[CH:22]=[CH:21][CH:20]=[C:19]([Cl:23])[CH:18]=2)[N:16]=1)=[N:4][CH3:5].[CH3:24][N:25]([CH3:39])[CH2:26][CH2:27][O:28][C:29]1[CH:38]=[CH:37][C:32]([C:33]([NH:35][NH2:36])=O)=[CH:31][CH:30]=1. Product: [Cl:23][C:19]1[CH:18]=[C:17]([N:15]2[N:14]=[N:13][C:12]([CH:7]3[CH2:8][CH2:9][CH2:10][CH2:11][N:6]3[C:3]3[N:4]([CH3:5])[C:33]([C:32]4[CH:37]=[CH:38][C:29]([O:28][CH2:27][CH2:26][N:25]([CH3:39])[CH3:24])=[CH:30][CH:31]=4)=[N:35][N:36]=3)=[N:16]2)[CH:22]=[CH:21][CH:20]=1. The catalyst class is: 412.